From a dataset of Reaction yield outcomes from USPTO patents with 853,638 reactions. Predict the reaction yield, written as a fraction of the theoretical maximum amount of product (1.0 means a 100% yield; for example, 0.34 means a 34% yield). (1) The reactants are C([O:3][C:4](=[O:34])[CH2:5][NH:6][C:7](=[O:33])[C:8]1[CH:13]=[CH:12][C:11]([S:14](=[O:32])(=[O:31])[NH:15][C:16]2[CH:21]=[CH:20][CH:19]=[CH:18][C:17]=2[O:22][C:23]2[CH:28]=[CH:27][C:26]([Cl:29])=[CH:25][C:24]=2[Cl:30])=[CH:10][CH:9]=1)C.O.CO. The catalyst is O1CCCC1. The product is [Cl:30][C:24]1[CH:25]=[C:26]([Cl:29])[CH:27]=[CH:28][C:23]=1[O:22][C:17]1[CH:18]=[CH:19][CH:20]=[CH:21][C:16]=1[NH:15][S:14]([C:11]1[CH:12]=[CH:13][C:8]([C:7]([NH:6][CH2:5][C:4]([OH:34])=[O:3])=[O:33])=[CH:9][CH:10]=1)(=[O:31])=[O:32]. The yield is 0.930. (2) The reactants are [C-:1]#[N:2].[Na+].[CH3:4][O:5][C:6](=[O:14])[CH2:7][CH2:8][CH2:9][CH2:10][CH2:11][CH2:12]Br.[CH3:15]S(C)=O. The catalyst is [I-].C([N+](CCCC)(CCCC)CCCC)CCC.O. The yield is 0.940. The product is [CH2:4]([O:5][C:6](=[O:14])[CH2:7][CH2:8][CH2:9][CH2:10][CH2:11][CH2:12][C:1]#[N:2])[CH3:15]. (3) The reactants are [O:1]=[C:2]1[C:7]2[CH:8]=[CH:9][CH:10]=[CH:11][C:6]=2[S:5][C:4]([C:12]2[N:17]=[C:16]([CH2:18][CH2:19][C:20]([OH:22])=O)[CH:15]=[CH:14][CH:13]=2)=[N:3]1.ClC(OCC(C)C)=O.C([N:33](CC)CC)C.[NH4+]. The catalyst is C1COCC1. The product is [O:1]=[C:2]1[C:7]2[CH:8]=[CH:9][CH:10]=[CH:11][C:6]=2[S:5][C:4]([C:12]2[N:17]=[C:16]([CH2:18][CH2:19][C:20]([NH2:33])=[O:22])[CH:15]=[CH:14][CH:13]=2)=[N:3]1. The yield is 0.650. (4) The reactants are [NH2:1][C:2]1[CH:7]=[C:6]([C:8]([CH3:11])([CH3:10])[CH3:9])[CH:5]=[CH:4][C:3]=1[OH:12]. The catalyst is ClCCl. The product is [C:8]([C:6]1[CH:5]=[CH:4][C:3]2[O:12][C:4]([CH2:3][C:2]#[N:1])=[N:1][C:2]=2[CH:7]=1)([CH3:9])([CH3:11])[CH3:10]. The yield is 0.880. (5) The reactants are [S:1]1[CH:5]=[CH:4][CH:3]=[C:2]1[CH2:6][O:7][C:8]1[CH:13]=[CH:12][CH:11]=[C:10](Br)[N:9]=1.[NH:15]1[CH2:20][CH2:19][NH:18][CH2:17][CH2:16]1.N1(C(OCCCC)=O)CCNCC1. No catalyst specified. The product is [S:1]1[CH:5]=[CH:4][CH:3]=[C:2]1[CH2:6][O:7][C:8]1[N:9]=[C:10]([N:15]2[CH2:20][CH2:19][NH:18][CH2:17][CH2:16]2)[CH:11]=[CH:12][CH:13]=1. The yield is 0.540.